Task: Predict the reaction yield, written as a fraction of the theoretical maximum amount of product (1.0 means a 100% yield; for example, 0.34 means a 34% yield).. Dataset: Reaction yield outcomes from USPTO patents with 853,638 reactions (1) The reactants are CS(C)=O.C(Cl)(=O)C(Cl)=O.[C:11]([N:18]1[CH2:24][CH2:23][CH2:22][C@H:19]1[CH2:20][OH:21])([O:13][C:14]([CH3:17])([CH3:16])[CH3:15])=[O:12].C(N(CC)CC)C. The catalyst is C(Cl)Cl.O. The product is [C:11]([N:18]1[CH2:24][CH2:23][CH2:22][C@H:19]1[CH:20]=[O:21])([O:13][C:14]([CH3:17])([CH3:16])[CH3:15])=[O:12]. The yield is 0.900. (2) The reactants are Cl[C:2]1[N:7]=[CH:6][C:5]([C:8]([O:10][CH2:11][CH3:12])=[O:9])=[CH:4][N:3]=1.C(=O)([O-])[O-].[Cs+].[Cs+].[C:19]1([OH:25])[CH:24]=[CH:23][CH:22]=[CH:21][CH:20]=1. The catalyst is CN(C)C=O. The product is [O:25]([C:2]1[N:7]=[CH:6][C:5]([C:8]([O:10][CH2:11][CH3:12])=[O:9])=[CH:4][N:3]=1)[C:19]1[CH:24]=[CH:23][CH:22]=[CH:21][CH:20]=1. The yield is 0.810. (3) The reactants are [CH2:1]([C@@H:8]1[NH:13][CH2:12][CH2:11][N:10]([C:14]2[CH:19]=[CH:18][C:17]([O:20][CH3:21])=[C:16]([O:22][CH:23]3[CH2:27][CH2:26][CH2:25][CH2:24]3)[CH:15]=2)[CH2:9]1)[C:2]1[CH:7]=[CH:6][CH:5]=[CH:4][CH:3]=1.C(N(CC)CC)C.C([O:42][CH2:43][C:44](Cl)=[O:45])C1C=CC=CC=1. The catalyst is C1COCC1.CCOC(C)=O.O.CO. The product is [CH2:1]([C@H:8]1[CH2:9][N:10]([C:14]2[CH:19]=[CH:18][C:17]([O:20][CH3:21])=[C:16]([O:22][CH:23]3[CH2:27][CH2:26][CH2:25][CH2:24]3)[CH:15]=2)[CH2:11][CH2:12][N:13]1[C:43](=[O:42])[CH2:44][OH:45])[C:2]1[CH:3]=[CH:4][CH:5]=[CH:6][CH:7]=1. The yield is 0.180. (4) The product is [NH2:1][C:2]([C:4]1[C:5]([F:17])=[C:6]([CH:13]=[CH:14][C:15]=1[F:16])[O:7][CH2:8][C:9]([OH:11])=[O:10])=[O:3]. The reactants are [NH2:1][C:2]([C:4]1[C:5]([F:17])=[C:6]([CH:13]=[CH:14][C:15]=1[F:16])[O:7][CH2:8][C:9]([O:11]C)=[O:10])=[O:3].[OH-].[Na+]. The catalyst is O.C(O)(C)C. The yield is 0.0800. (5) The reactants are [CH2:1]([O:3][C:4](=[O:14])[C:5](O)=[CH:6][C:7](=[O:12])[C:8]([CH3:11])([CH3:10])[CH3:9])[CH3:2].Cl.[NH2:16]O. The catalyst is C(O)C.C1COCC1. The product is [CH2:1]([O:3][C:4]([C:5]1[CH:6]=[C:7]([C:8]([CH3:11])([CH3:10])[CH3:9])[O:12][N:16]=1)=[O:14])[CH3:2]. The yield is 0.510.